From a dataset of Reaction yield outcomes from USPTO patents with 853,638 reactions. Predict the reaction yield, written as a fraction of the theoretical maximum amount of product (1.0 means a 100% yield; for example, 0.34 means a 34% yield). The reactants are [CH3:1][N:2]1[C:10]2[C:5](=[CH:6][CH:7]=[C:8]([N+:11]([O-])=O)[CH:9]=2)[CH:4]=[CH:3]1.[Cl-].[NH4+]. The catalyst is C(O)C.O.[Fe]. The product is [CH3:1][N:2]1[C:10]2[C:5](=[CH:6][CH:7]=[C:8]([NH2:11])[CH:9]=2)[CH:4]=[CH:3]1. The yield is 0.370.